Dataset: NCI-60 drug combinations with 297,098 pairs across 59 cell lines. Task: Regression. Given two drug SMILES strings and cell line genomic features, predict the synergy score measuring deviation from expected non-interaction effect. (1) Drug 1: CC1=C(C=C(C=C1)NC(=O)C2=CC=C(C=C2)CN3CCN(CC3)C)NC4=NC=CC(=N4)C5=CN=CC=C5. Drug 2: C1=NC2=C(N=C(N=C2N1C3C(C(C(O3)CO)O)F)Cl)N. Cell line: NCI-H322M. Synergy scores: CSS=-13.3, Synergy_ZIP=4.15, Synergy_Bliss=-4.75, Synergy_Loewe=-12.6, Synergy_HSA=-15.3. (2) Drug 1: CC1C(C(CC(O1)OC2CC(CC3=C2C(=C4C(=C3O)C(=O)C5=C(C4=O)C(=CC=C5)OC)O)(C(=O)CO)O)N)O.Cl. Drug 2: COC1=C(C=C2C(=C1)N=CN=C2NC3=CC(=C(C=C3)F)Cl)OCCCN4CCOCC4. Cell line: CAKI-1. Synergy scores: CSS=11.4, Synergy_ZIP=-2.61, Synergy_Bliss=1.47, Synergy_Loewe=-3.14, Synergy_HSA=1.25. (3) Drug 1: C1=NC2=C(N1)C(=S)N=C(N2)N. Drug 2: C#CCC(CC1=CN=C2C(=N1)C(=NC(=N2)N)N)C3=CC=C(C=C3)C(=O)NC(CCC(=O)O)C(=O)O. Cell line: UACC62. Synergy scores: CSS=27.0, Synergy_ZIP=-2.38, Synergy_Bliss=-1.77, Synergy_Loewe=-2.33, Synergy_HSA=-1.17. (4) Drug 1: C1C(C(OC1N2C=NC3=C(N=C(N=C32)Cl)N)CO)O. Drug 2: CCC1(CC2CC(C3=C(CCN(C2)C1)C4=CC=CC=C4N3)(C5=C(C=C6C(=C5)C78CCN9C7C(C=CC9)(C(C(C8N6C)(C(=O)OC)O)OC(=O)C)CC)OC)C(=O)OC)O.OS(=O)(=O)O. Cell line: MDA-MB-435. Synergy scores: CSS=32.6, Synergy_ZIP=-14.6, Synergy_Bliss=-11.2, Synergy_Loewe=-8.81, Synergy_HSA=-7.16. (5) Synergy scores: CSS=17.9, Synergy_ZIP=-5.57, Synergy_Bliss=-1.98, Synergy_Loewe=-1.50, Synergy_HSA=1.43. Drug 2: CCN(CC)CCCC(C)NC1=C2C=C(C=CC2=NC3=C1C=CC(=C3)Cl)OC. Drug 1: C1C(C(OC1N2C=C(C(=O)NC2=O)F)CO)O. Cell line: BT-549. (6) Drug 1: CCCCCOC(=O)NC1=NC(=O)N(C=C1F)C2C(C(C(O2)C)O)O. Drug 2: N.N.Cl[Pt+2]Cl. Cell line: U251. Synergy scores: CSS=56.9, Synergy_ZIP=-2.27, Synergy_Bliss=-1.73, Synergy_Loewe=-6.58, Synergy_HSA=2.02. (7) Drug 1: C1=NC2=C(N1)C(=S)N=C(N2)N. Drug 2: CC1CCC2CC(C(=CC=CC=CC(CC(C(=O)C(C(C(=CC(C(=O)CC(OC(=O)C3CCCCN3C(=O)C(=O)C1(O2)O)C(C)CC4CCC(C(C4)OC)OCCO)C)C)O)OC)C)C)C)OC. Cell line: UO-31. Synergy scores: CSS=35.7, Synergy_ZIP=-4.70, Synergy_Bliss=-2.32, Synergy_Loewe=2.99, Synergy_HSA=3.48.